From a dataset of Forward reaction prediction with 1.9M reactions from USPTO patents (1976-2016). Predict the product of the given reaction. (1) Given the reactants [Li]C(C)(C)C.[F:6][C:7]1[CH:12]=[CH:11][C:10]([N:13]([CH3:19])[C:14]2[S:15][CH:16]=[CH:17][N:18]=2)=[CH:9][CH:8]=1.[Cl:20][C:21]1[N:26]=[CH:25][C:24]([F:27])=[CH:23][N:22]=1.ClC1C(=O)C(C#N)=C(C#N)C(=O)C=1Cl.[OH-].[Na+], predict the reaction product. The product is: [Cl:20][C:21]1[N:26]=[C:25]([C:16]2[S:15][C:14]([N:13]([C:10]3[CH:9]=[CH:8][C:7]([F:6])=[CH:12][CH:11]=3)[CH3:19])=[N:18][CH:17]=2)[C:24]([F:27])=[CH:23][N:22]=1. (2) Given the reactants [NH2:1][C:2]1[CH:7]=[C:6]([CH3:8])[C:5]([C:9]2[N:10]=[C:11]([NH2:14])[S:12][CH:13]=2)=[C:4]([CH3:15])[CH:3]=1.CCN(CC)CC.[CH3:23][C:24]([O:27][C:28](O[C:28]([O:27][C:24]([CH3:26])([CH3:25])[CH3:23])=[O:29])=[O:29])([CH3:26])[CH3:25], predict the reaction product. The product is: [NH2:14][C:11]1[S:12][CH:13]=[C:9]([C:5]2[C:4]([CH3:15])=[CH:3][C:2]([NH:1][C:28](=[O:29])[O:27][C:24]([CH3:26])([CH3:25])[CH3:23])=[CH:7][C:6]=2[CH3:8])[N:10]=1. (3) Given the reactants [CH3:1][C:2]1[C:7]2[NH:8][C:9]3[C:14]([C:6]=2[CH:5]=[CH:4][N:3]=1)=[CH:13][CH:12]=[C:11]([OH:15])[CH:10]=3.O.[OH-].[K+].[Br:19][CH:20]=[C:21]([F:23])[F:22], predict the reaction product. The product is: [Br:19][CH2:20][C:21]([F:23])([F:22])[O:15][C:11]1[CH:10]=[C:9]2[C:14]([C:6]3[CH:5]=[CH:4][N:3]=[C:2]([CH3:1])[C:7]=3[NH:8]2)=[CH:13][CH:12]=1. (4) Given the reactants [CH3:1][O:2][C:3]1[C:8]2[N:9]=[C:10]([NH2:12])[S:11][C:7]=2[C:6]([N:13]2[CH2:18][CH2:17][O:16][CH2:15][CH2:14]2)=[CH:5][CH:4]=1.[CH3:19][O:20][CH2:21][C:22](Cl)=[O:23], predict the reaction product. The product is: [CH3:19][O:20][CH2:21][C:22]([NH:12][C:10]1[S:11][C:7]2[C:6]([N:13]3[CH2:18][CH2:17][O:16][CH2:15][CH2:14]3)=[CH:5][CH:4]=[C:3]([O:2][CH3:1])[C:8]=2[N:9]=1)=[O:23]. (5) Given the reactants [N:1]1([C:7]2[CH:12]=[CH:11][C:10]([NH:13][C:14]([C:16]3[C:17]([C:23]4[CH:28]=[CH:27][C:26]([CH:29]([CH3:31])[CH3:30])=[CH:25][CH:24]=4)=[C:18]([CH3:22])[CH:19]=[CH:20][CH:21]=3)=[O:15])=[CH:9][N:8]=2)[CH2:6][CH2:5][NH:4][CH2:3][CH2:2]1.[NH:32]1[CH:36]=[CH:35][CH:34]=[C:33]1[CH:37]=O.C(O[BH-](OC(=O)C)OC(=O)C)(=O)C.[Na+], predict the reaction product. The product is: [NH:32]1[CH:36]=[CH:35][CH:34]=[C:33]1[CH2:37][N:4]1[CH2:3][CH2:2][N:1]([C:7]2[CH:12]=[CH:11][C:10]([NH:13][C:14]([C:16]3[C:17]([C:23]4[CH:24]=[CH:25][C:26]([CH:29]([CH3:31])[CH3:30])=[CH:27][CH:28]=4)=[C:18]([CH3:22])[CH:19]=[CH:20][CH:21]=3)=[O:15])=[CH:9][N:8]=2)[CH2:6][CH2:5]1.